From a dataset of Reaction yield outcomes from USPTO patents with 853,638 reactions. Predict the reaction yield, written as a fraction of the theoretical maximum amount of product (1.0 means a 100% yield; for example, 0.34 means a 34% yield). The reactants are [F:1][C:2]([F:44])([F:43])[C:3]1[CH:4]=[C:5]([CH:40]=[CH:41][CH:42]=1)[CH2:6][NH:7][C:8]([C:10]1[CH:15]=[CH:14][N:13]=[C:12]([C:16]2[CH:21]=[C:20]([N:22]3[CH2:27][CH2:26][CH2:25][CH2:24][CH2:23]3)[CH:19]=[CH:18][C:17]=2[NH:28][C:29]([C:31]2[CH:32]=[C:33]([CH:37]=[CH:38][CH:39]=2)[C:34]([OH:36])=O)=[O:30])[CH:11]=1)=[O:9].CCN=C=NCCCN(C)C.Cl.[CH2:57]([N:59]([CH2:64][CH3:65])[CH2:60][CH2:61][NH:62][CH3:63])[CH3:58]. The catalyst is ClCCl.CN(C)C1C=CN=CC=1. The product is [CH2:57]([N:59]([CH2:64][CH3:65])[CH2:60][CH2:61][N:62]([CH3:63])[C:34](=[O:36])[C:33]1[CH:37]=[CH:38][CH:39]=[C:31]([C:29]([NH:28][C:17]2[CH:18]=[CH:19][C:20]([N:22]3[CH2:27][CH2:26][CH2:25][CH2:24][CH2:23]3)=[CH:21][C:16]=2[C:12]2[CH:11]=[C:10]([C:8](=[O:9])[NH:7][CH2:6][C:5]3[CH:40]=[CH:41][CH:42]=[C:3]([C:2]([F:43])([F:1])[F:44])[CH:4]=3)[CH:15]=[CH:14][N:13]=2)=[O:30])[CH:32]=1)[CH3:58]. The yield is 0.340.